This data is from Full USPTO retrosynthesis dataset with 1.9M reactions from patents (1976-2016). The task is: Predict the reactants needed to synthesize the given product. (1) Given the product [CH:1]1([CH2:4][O:5][C:6]2[N:11]=[C:10]([C:12]([NH:21][C:22]3([CH2:26][C:27]([O:29][CH3:30])=[O:28])[CH2:25][S:24][CH2:23]3)=[O:14])[CH:9]=[CH:8][C:7]=2[N:15]2[CH2:18][C:17]([F:20])([F:19])[CH2:16]2)[CH2:2][CH2:3]1, predict the reactants needed to synthesize it. The reactants are: [CH:1]1([CH2:4][O:5][C:6]2[N:11]=[C:10]([C:12]([OH:14])=O)[CH:9]=[CH:8][C:7]=2[N:15]2[CH2:18][C:17]([F:20])([F:19])[CH2:16]2)[CH2:3][CH2:2]1.[NH2:21][C:22]1([CH2:26][C:27]([O:29][CH3:30])=[O:28])[CH2:25][S:24][CH2:23]1.CCN(C(C)C)C(C)C. (2) Given the product [CH3:10][C:6]1[CH:5]=[C:4]([CH3:11])[C:3]([CH3:12])=[C:2]2[C:7]=1[CH:8]=[C:22]([C:23]([O:25][CH2:26][CH3:27])=[O:24])[CH:21]([C:20]([F:19])([F:29])[F:28])[O:1]2, predict the reactants needed to synthesize it. The reactants are: [OH:1][C:2]1[C:7]([CH:8]=O)=[C:6]([CH3:10])[CH:5]=[C:4]([CH3:11])[C:3]=1[CH3:12].C([O-])([O-])=O.[K+].[K+].[F:19][C:20]([F:29])([F:28])/[CH:21]=[CH:22]/[C:23]([O:25][CH2:26][CH3:27])=[O:24].